Dataset: Full USPTO retrosynthesis dataset with 1.9M reactions from patents (1976-2016). Task: Predict the reactants needed to synthesize the given product. (1) Given the product [NH2:14][C:12]1[C:11]([C:19]#[N:20])=[N:10][C:9]([C:21]2[CH:26]=[CH:25][C:24](=[O:27])[N:23]([CH:28]([CH3:30])[CH3:29])[N:22]=2)=[C:8]([C:3]2[CH:4]=[CH:5][CH:6]=[CH:7][C:2]=2[Br:1])[N:13]=1, predict the reactants needed to synthesize it. The reactants are: [Br:1][C:2]1[CH:7]=[CH:6][CH:5]=[CH:4][C:3]=1[C:8]1[N:13]=[C:12]([N:14]=CN(C)C)[C:11]([C:19]#[N:20])=[N:10][C:9]=1[C:21]1[CH:26]=[CH:25][C:24](=[O:27])[N:23]([CH:28]([CH3:30])[CH3:29])[N:22]=1.[OH-].[Na+]. (2) Given the product [CH3:1][N:2]1[CH:6]=[C:5]([C:8](=[O:10])[CH3:9])[CH:4]=[N:3]1, predict the reactants needed to synthesize it. The reactants are: [CH3:1][N:2]1[CH:6]=[C:5](I)[CH:4]=[N:3]1.[CH:8]([O:10]CCCC)=[CH2:9].C(=O)([O-])[O-].[Na+].[Na+]. (3) Given the product [CH:1]12[CH2:10][CH:5]3[CH2:6][CH:7]([CH2:9][CH:3]([CH2:4]3)[CH:2]1[NH:11][C:12]([C:14]1[CH:15]=[N:16][N:17]([C:20]3[CH:25]=[CH:24][CH:23]=[CH:22][CH:21]=3)[C:18]=1[NH:26][CH2:27][CH2:28][CH2:29][CH2:30][OH:31])=[O:13])[CH2:8]2, predict the reactants needed to synthesize it. The reactants are: [CH:1]12[CH2:10][CH:5]3[CH2:6][CH:7]([CH2:9][CH:3]([CH2:4]3)[CH:2]1[NH:11][C:12]([C:14]1[CH:15]=[N:16][N:17]([C:20]3[CH:25]=[CH:24][CH:23]=[CH:22][CH:21]=3)[C:18]=1Cl)=[O:13])[CH2:8]2.[NH2:26][CH2:27][CH2:28][CH2:29][CH2:30][OH:31]. (4) The reactants are: [OH:1][C:2]1[CH:9]=[CH:8][C:5]([CH:6]=[O:7])=[CH:4][CH:3]=1.C([O-])([O-])=O.[K+].[K+].[CH3:16][S:17](Cl)(=[O:19])=[O:18]. Given the product [CH3:16][S:17]([O:1][C:2]1[CH:9]=[CH:8][C:5]([CH:6]=[O:7])=[CH:4][CH:3]=1)(=[O:19])=[O:18], predict the reactants needed to synthesize it. (5) The reactants are: [NH:1]1[CH:5]=[CH:4][N:3]=[C:2]1[CH2:6][NH:7][C:8]1[CH:13]=[CH:12][CH:11]=[CH:10][CH:9]=1.CO[C:16]([CH3:18])=[CH2:17].FC(F)(F)C(O)=O.C(O[BH-](OC(=O)C)OC(=O)C)(=O)C.[Na+]. Given the product [NH:1]1[CH:5]=[CH:4][N:3]=[C:2]1[CH2:6][N:7]([CH:16]([CH3:18])[CH3:17])[C:8]1[CH:9]=[CH:10][CH:11]=[CH:12][CH:13]=1, predict the reactants needed to synthesize it.